From a dataset of Full USPTO retrosynthesis dataset with 1.9M reactions from patents (1976-2016). Predict the reactants needed to synthesize the given product. (1) Given the product [F:16][C:17]1[CH:22]=[CH:21][C:20]([C:8]([C:5]2[CH:4]=[CH:3][C:2]([F:1])=[CH:7][CH:6]=2)([Cl:14])[Cl:13])=[CH:19][CH:18]=1, predict the reactants needed to synthesize it. The reactants are: [F:1][C:2]1[CH:7]=[CH:6][C:5]([C:8](F)(F)F)=[CH:4][CH:3]=1.[Al+3].[Cl-:13].[Cl-:14].[Cl-].[F:16][C:17]1[CH:22]=[CH:21][CH:20]=[CH:19][CH:18]=1. (2) The reactants are: [O:1]=[S:2]1(=[O:34])[CH:7]([CH2:8][CH2:9][N:10]2[CH2:16][CH2:15][CH2:14][N:13](C(OC(C)(C)C)=O)[CH2:12][CH2:11]2)[O:6][C:5]2[CH:24]=[CH:25][CH:26]=[CH:27][C:4]=2[N:3]1[C:28]1[CH:33]=[CH:32][CH:31]=[CH:30][CH:29]=1.[ClH:35].O1CCOCC1. Given the product [ClH:35].[ClH:35].[N:10]1([CH2:9][CH2:8][CH:7]2[O:6][C:5]3[CH:24]=[CH:25][CH:26]=[CH:27][C:4]=3[N:3]([C:28]3[CH:29]=[CH:30][CH:31]=[CH:32][CH:33]=3)[S:2]2(=[O:34])=[O:1])[CH2:16][CH2:15][CH2:14][NH:13][CH2:12][CH2:11]1, predict the reactants needed to synthesize it.